From a dataset of Forward reaction prediction with 1.9M reactions from USPTO patents (1976-2016). Predict the product of the given reaction. (1) Given the reactants [NH2:1][CH2:2][CH:3]([C:6]1[CH:11]=[CH:10][C:9]([NH:12][C:13]([C:15]2[N:16]([CH2:22][O:23][CH2:24][CH2:25][Si:26]([CH3:29])([CH3:28])[CH3:27])[CH:17]=[C:18]([C:20]#[N:21])[N:19]=2)=[O:14])=[C:8]([C:30]2[CH2:35][CH2:34][CH2:33][CH2:32][CH:31]=2)[CH:7]=1)[CH2:4][NH2:5].CS[C:38](SC)=[N:39][S:40]([CH3:43])(=[O:42])=[O:41], predict the reaction product. The product is: [C:30]1([C:8]2[CH:7]=[C:6]([CH:3]3[CH2:2][NH:1][CH:38]([NH:39][S:40]([CH3:43])(=[O:42])=[O:41])[NH:5][CH2:4]3)[CH:11]=[CH:10][C:9]=2[NH:12][C:13]([C:15]2[N:16]([CH2:22][O:23][CH2:24][CH2:25][Si:26]([CH3:29])([CH3:27])[CH3:28])[CH:17]=[C:18]([C:20]#[N:21])[N:19]=2)=[O:14])[CH2:35][CH2:34][CH2:33][CH2:32][CH:31]=1. (2) Given the reactants [H-].[Na+].[CH3:3][C:4]1([CH3:11])[NH:8][C:7](=[O:9])[NH:6][C:5]1=[O:10].[Br:12][CH2:13][CH2:14][N+:15]([CH3:18])([CH3:17])[CH3:16], predict the reaction product. The product is: [Br-:12].[CH3:3][C:4]1([CH3:11])[C:5](=[O:10])[N:6]([CH2:13][CH2:14][N+:15]([CH3:18])([CH3:17])[CH3:16])[C:7](=[O:9])[NH:8]1. (3) The product is: [N:32]1[CH:31]=[CH:30][N:28]2[CH:29]=[C:24]([C:9]3[CH:10]=[CH:11][C:6]([C:4]([O:3][CH2:1][CH3:2])=[O:5])=[CH:7][CH:8]=3)[CH:25]=[CH:26][C:27]=12. Given the reactants [CH2:1]([O:3][C:4]([C:6]1[CH:11]=[CH:10][C:9](B(O)O)=[CH:8][CH:7]=1)=[O:5])[CH3:2].[O-]P([O-])([O-])=O.[K+].[K+].[K+].Br[C:24]1[CH:25]=[CH:26][C:27]2[N:28]([CH:30]=[CH:31][N:32]=2)[CH:29]=1, predict the reaction product. (4) Given the reactants [Br:1][C:2]1[CH:3]=[CH:4][C:5]([OH:15])=[C:6]([S:8]([NH:11][CH2:12][CH2:13][Cl:14])(=[O:10])=[O:9])[CH:7]=1.[C:16](O[C:16]([O:18][C:19]([CH3:22])([CH3:21])[CH3:20])=[O:17])([O:18][C:19]([CH3:22])([CH3:21])[CH3:20])=[O:17].CN(C1C=CC=CN=1)C.C(N(CC)CC)C, predict the reaction product. The product is: [C:19]([O:18][C:16](=[O:17])[N:11]([S:8]([C:6]1[CH:7]=[C:2]([Br:1])[CH:3]=[CH:4][C:5]=1[OH:15])(=[O:10])=[O:9])[CH2:12][CH2:13][Cl:14])([CH3:22])([CH3:21])[CH3:20]. (5) The product is: [O:18]=[C:9]1[CH:10]=[CH:11][C:12]([C:14]([F:17])([F:16])[F:15])=[CH:13][N:8]1[CH:5]1[CH2:6][CH2:7][CH:2]([N:19]2[CH2:22][CH:21]([NH:23][C:24]([CH2:26][NH:27][C:28](=[O:39])[C:29]3[CH:34]=[CH:33][CH:32]=[C:31]([C:35]([F:38])([F:36])[F:37])[CH:30]=3)=[O:25])[CH2:20]2)[CH2:3][CH2:4]1. Given the reactants O=[C:2]1[CH2:7][CH2:6][CH:5]([N:8]2[CH:13]=[C:12]([C:14]([F:17])([F:16])[F:15])[CH:11]=[CH:10][C:9]2=[O:18])[CH2:4][CH2:3]1.[NH:19]1[CH2:22][CH:21]([NH:23][C:24]([CH2:26][NH:27][C:28](=[O:39])[C:29]2[CH:34]=[CH:33][CH:32]=[C:31]([C:35]([F:38])([F:37])[F:36])[CH:30]=2)=[O:25])[CH2:20]1, predict the reaction product. (6) Given the reactants [F:1][C:2]1[CH:3]=[C:4]([C:13]2[N:18]=[CH:17][N:16]=[C:15]([C:19]#[N:20])[CH:14]=2)[CH:5]=[CH:6][C:7]=1[O:8][C:9]([F:12])([F:11])[F:10].[ClH:21], predict the reaction product. The product is: [ClH:21].[F:1][C:2]1[CH:3]=[C:4]([C:13]2[N:18]=[CH:17][N:16]=[C:15]([CH2:19][NH2:20])[CH:14]=2)[CH:5]=[CH:6][C:7]=1[O:8][C:9]([F:11])([F:10])[F:12]. (7) The product is: [CH2:33]([N:35]([C:44]1[CH:49]=[C:48]([O:50][CH3:51])[CH:47]=[CH:46][C:45]=1[CH:52]1[CH2:61][CH2:60][C:59]2[C:54](=[CH:55][CH:56]=[C:57]([O:62][CH3:63])[CH:58]=2)[CH2:53]1)[CH2:36][CH2:37][N:38]1[CH2:39][CH2:40][CH2:41][CH2:42]1)[CH3:34]. Given the reactants ClCC(N(CC)C1C=C(OC)C=CC=1C1CCC2C(=CC=C(OC)C=2)C1)=O.N1CCCC1.[CH2:33]([N:35]([C:44]1[CH:49]=[C:48]([O:50][CH3:51])[CH:47]=[CH:46][C:45]=1[CH:52]1[CH2:61][CH2:60][C:59]2[C:54](=[CH:55][CH:56]=[C:57]([O:62][CH3:63])[CH:58]=2)[CH2:53]1)[C:36](=O)[CH2:37][N:38]1[CH2:42][CH2:41][CH2:40][CH2:39]1)[CH3:34], predict the reaction product. (8) Given the reactants CO[C:3]([C:5]1[O:9][N:8]=[C:7]([O:10][CH2:11][C:12]2[C:13]([C:18]3[CH:23]=[CH:22][CH:21]=[CH:20][CH:19]=3)=[N:14][O:15][C:16]=2[CH3:17])[CH:6]=1)=[O:4].[O:24]1[CH2:28][CH2:27][CH:26]([NH2:29])[CH2:25]1.N12CCCNC1=NCCC2, predict the reaction product. The product is: [O:24]1[CH2:28][CH2:27][CH:26]([NH:29][C:3]([C:5]2[O:9][N:8]=[C:7]([O:10][CH2:11][C:12]3[C:13]([C:18]4[CH:19]=[CH:20][CH:21]=[CH:22][CH:23]=4)=[N:14][O:15][C:16]=3[CH3:17])[CH:6]=2)=[O:4])[CH2:25]1. (9) The product is: [CH:17]([O:20][C:21]1[CH:22]=[CH:23][C:24]([CH2:27][CH2:28][O:14][C:11]2[CH:10]=[CH:9][C:8]([C:7]([NH:6][CH2:5][C:4]([OH:3])=[O:16])=[O:15])=[CH:13][CH:12]=2)=[CH:25][CH:26]=1)([CH3:19])[CH3:18]. Given the reactants C([O:3][C:4](=[O:16])[CH2:5][NH:6][C:7](=[O:15])[C:8]1[CH:13]=[CH:12][C:11]([OH:14])=[CH:10][CH:9]=1)C.[CH:17]([O:20][C:21]1[CH:26]=[CH:25][C:24]([CH2:27][CH2:28]O)=[CH:23][CH:22]=1)([CH3:19])[CH3:18], predict the reaction product.